This data is from Reaction yield outcomes from USPTO patents with 853,638 reactions. The task is: Predict the reaction yield, written as a fraction of the theoretical maximum amount of product (1.0 means a 100% yield; for example, 0.34 means a 34% yield). (1) The catalyst is CCO. The product is [O:25]1[C:26]2[C:18]([C:16]([NH:15][C:6]3([C:4]([OH:5])=[O:3])[CH2:14][C:13]4[C:8](=[CH:9][CH:10]=[CH:11][CH:12]=4)[CH2:7]3)=[O:17])=[CH:19][CH:20]=[CH:21][C:22]=2[CH2:23][CH2:24]1. The reactants are C([O:3][C:4]([C:6]1([NH:15][C:16]([C:18]2[C:26]3[O:25][CH2:24][CH2:23][C:22]=3[CH:21]=[CH:20][CH:19]=2)=[O:17])[CH2:14][C:13]2[C:8](=[CH:9][CH:10]=[CH:11][CH:12]=2)[CH2:7]1)=[O:5])C.[OH-].[K+].O. The yield is 0.870. (2) The reactants are [OH-].[Na+].[Br:3][C:4]1[CH:9]=[CH:8][C:7]([CH:10]([CH2:17][C:18]2[CH:23]=[CH:22][C:21]([O:24][CH2:25][CH2:26][C:27]3[CH:32]=[CH:31][CH:30]=[C:29]([NH:33][CH3:34])[N:28]=3)=[CH:20][CH:19]=2)[CH2:11][C:12]([O:14]CC)=[O:13])=[CH:6][CH:5]=1. The catalyst is O1CCOCC1.O. The product is [Br:3][C:4]1[CH:5]=[CH:6][C:7]([CH:10]([CH2:17][C:18]2[CH:23]=[CH:22][C:21]([O:24][CH2:25][CH2:26][C:27]3[CH:32]=[CH:31][CH:30]=[C:29]([NH:33][CH3:34])[N:28]=3)=[CH:20][CH:19]=2)[CH2:11][C:12]([OH:14])=[O:13])=[CH:8][CH:9]=1. The yield is 0.810.